Dataset: Reaction yield outcomes from USPTO patents with 853,638 reactions. Task: Predict the reaction yield, written as a fraction of the theoretical maximum amount of product (1.0 means a 100% yield; for example, 0.34 means a 34% yield). (1) The reactants are [Cl:1][C:2]1[CH:3]=[C:4]([NH:9][C:10]2[C:19]3[C:14](=[CH:15][C:16]([O:23][CH2:24][CH2:25][O:26][CH3:27])=[C:17]([N+:20]([O-])=O)[CH:18]=3)[N:13]=[CH:12][N:11]=2)[CH:5]=[CH:6][C:7]=1[F:8].Cl.[OH-].[Na+]. The product is [Cl:1][C:2]1[CH:3]=[C:4]([NH:9][C:10]2[C:19]3[C:14](=[CH:15][C:16]([O:23][CH2:24][CH2:25][O:26][CH3:27])=[C:17]([NH2:20])[CH:18]=3)[N:13]=[CH:12][N:11]=2)[CH:5]=[CH:6][C:7]=1[F:8]. The yield is 0.869. The catalyst is C(O)C.[Fe]. (2) The reactants are [Cl:1][C:2]1[CH:17]=[CH:16][C:5]([O:6][C:7]2[CH:12]=[CH:11][C:10]([CH2:13][CH2:14][NH2:15])=[CH:9][CH:8]=2)=[CH:4][C:3]=1[C:18]([F:21])([F:20])[F:19].CS[C:24]1[NH:25][CH:26]=[C:27]([CH2:31][C:32]2[CH:33]=[N:34][C:35](=O)[NH:36][CH:37]=2)[C:28](=[O:30])[N:29]=1.N1C=CC=C[CH:40]=1. No catalyst specified. The product is [Cl:1][C:2]1[CH:17]=[CH:16][C:5]([O:6][C:7]2[CH:12]=[CH:11][C:10]([CH2:13][CH2:14][NH:15][C:24]3[NH:25][CH:26]=[C:27]([CH2:31][C:32]4[CH:33]=[N:34][C:35]([CH3:40])=[N:36][CH:37]=4)[C:28](=[O:30])[N:29]=3)=[CH:9][CH:8]=2)=[CH:4][C:3]=1[C:18]([F:19])([F:20])[F:21]. The yield is 0.110. (3) The reactants are Br[CH2:2][CH2:3][CH2:4][OH:5].[OH:6][C:7]1[CH:8]=[CH:9][C:10]([N+:15]([O-:17])=[O:16])=[C:11]([CH:14]=1)[CH:12]=[O:13].C([O-])([O-])=O.[K+].[K+].C(Cl)Cl. The catalyst is C(#N)C. The product is [N+:15]([C:10]1[CH:9]=[CH:8][C:7]([O:6][CH2:2][CH2:3][CH2:4][OH:5])=[CH:14][C:11]=1[CH:12]=[O:13])([O-:17])=[O:16]. The yield is 0.960. (4) The reactants are Cl[C:2]1[CH:7]=[C:6]([Cl:8])[N:5]=[C:4]([CH3:9])[N:3]=1.[Cl:10][C:11]1[CH:16]=[C:15]([Cl:17])[CH:14]=[CH:13][C:12]=1[CH2:18][NH:19][C:20]([CH:22]1[CH2:27][CH2:26][NH:25][CH2:24][CH2:23]1)=[O:21].[OH-].[Na+]. The catalyst is O1CCOCC1. The product is [Cl:8][C:6]1[N:5]=[C:4]([CH3:9])[N:3]=[C:2]([N:25]2[CH2:26][CH2:27][CH:22]([C:20]([NH:19][CH2:18][C:12]3[CH:13]=[CH:14][C:15]([Cl:17])=[CH:16][C:11]=3[Cl:10])=[O:21])[CH2:23][CH2:24]2)[CH:7]=1. The yield is 0.330. (5) The reactants are [C:1]([O:5][C:6]([NH:8][C@H:9]1[CH2:14][C@@H:13]([CH3:15])[CH2:12][N:11]([C:16]2[CH:21]=[CH:20][N:19]=[CH:18][C:17]=2[NH:22][C:23]([C:25]2[C:29]3=[N:30][CH:31]=[C:32]([CH:34]=[CH2:35])[CH:33]=[C:28]3[O:27][C:26]=2[NH:36][C:37](=[O:43])[O:38][C:39]([CH3:42])([CH3:41])[CH3:40])=[O:24])[CH2:10]1)=[O:7])([CH3:4])([CH3:3])[CH3:2]. The yield is 0.750. The catalyst is CO.[Pd]. The product is [C:39]([O:38][C:37]([NH:36][C:26]1[O:27][C:28]2[C:29](=[N:30][CH:31]=[C:32]([CH2:34][CH3:35])[CH:33]=2)[C:25]=1[C:23]([NH:22][C:17]1[CH:18]=[N:19][CH:20]=[CH:21][C:16]=1[N:11]1[CH2:12][C@H:13]([CH3:15])[CH2:14][C@H:9]([NH:8][C:6](=[O:7])[O:5][C:1]([CH3:2])([CH3:4])[CH3:3])[CH2:10]1)=[O:24])=[O:43])([CH3:40])([CH3:41])[CH3:42]. (6) The reactants are [CH2:1]([C:8]1[C:17]2[C:12](=[CH:13][CH:14]=[CH:15][CH:16]=2)[C:11]([N:18]2[CH2:23][CH2:22][N:21]([C:24]3[N:29]=[CH:28][C:27]([CH:30]=O)=[CH:26][CH:25]=3)[CH2:20][CH2:19]2)=[N:10][N:9]=1)[C:2]1[CH:7]=[CH:6][CH:5]=[CH:4][CH:3]=1.[BH-](OC(C)=O)(OC(C)=O)OC(C)=O.[Na+].[NH:46]1[CH2:51][CH2:50][O:49][CH2:48][CH2:47]1.C([O-])(O)=O.[Na+]. The catalyst is C(Cl)Cl.C(O)(=O)C. The product is [CH2:1]([C:8]1[C:17]2[C:12](=[CH:13][CH:14]=[CH:15][CH:16]=2)[C:11]([N:18]2[CH2:23][CH2:22][N:21]([C:24]3[CH:25]=[CH:26][C:27]([CH2:30][N:46]4[CH2:51][CH2:50][O:49][CH2:48][CH2:47]4)=[CH:28][N:29]=3)[CH2:20][CH2:19]2)=[N:10][N:9]=1)[C:2]1[CH:3]=[CH:4][CH:5]=[CH:6][CH:7]=1. The yield is 0.800. (7) The reactants are [CH2:1]([C:8]1[C:20]([C:21]2[CH:22]=[C:23]([OH:27])[CH:24]=[CH:25][CH:26]=2)=[C:11]2[N:12]=[CH:13][CH:14]=[C:15]([C:16]([F:19])([F:18])[F:17])[N:10]2[N:9]=1)[C:2]1[CH:7]=[CH:6][CH:5]=[CH:4][CH:3]=1.Br[C:29]1[CH:34]=[CH:33][CH:32]=[C:31]([S:35]([CH2:38][CH3:39])(=[O:37])=[O:36])[CH:30]=1.Cl.CN(C)CC(O)=O.C(=O)([O-])[O-].[Cs+].[Cs+]. The catalyst is O1CCOCC1.[Cu]I.O. The product is [CH2:1]([C:8]1[C:20]([C:21]2[CH:26]=[CH:25][CH:24]=[C:23]([O:27][C:33]3[CH:34]=[CH:29][CH:30]=[C:31]([S:35]([CH2:38][CH3:39])(=[O:36])=[O:37])[CH:32]=3)[CH:22]=2)=[C:11]2[N:12]=[CH:13][CH:14]=[C:15]([C:16]([F:19])([F:18])[F:17])[N:10]2[N:9]=1)[C:2]1[CH:7]=[CH:6][CH:5]=[CH:4][CH:3]=1. The yield is 0.370.